This data is from Full USPTO retrosynthesis dataset with 1.9M reactions from patents (1976-2016). The task is: Predict the reactants needed to synthesize the given product. (1) The reactants are: [CH3:1][C:2]([C:6]1[CH:11]=[CH:10][C:9]([C:12]2[O:16][CH:15]=[N:14][C:13]=2[CH3:17])=[CH:8][CH:7]=1)([CH3:5])[C:3]#[N:4].[Li+].C[Si]([N-][Si](C)(C)C)(C)C.[Cl:28]C(Cl)(Cl)C(Cl)(Cl)Cl. Given the product [Cl:28][C:15]1[O:16][C:12]([C:9]2[CH:8]=[CH:7][C:6]([C:2]([CH3:1])([CH3:5])[C:3]#[N:4])=[CH:11][CH:10]=2)=[C:13]([CH3:17])[N:14]=1, predict the reactants needed to synthesize it. (2) Given the product [CH2:1]([O:3][C:4]([C:6]1[CH:7]=[CH:8][C:9]([CH:12]2[CH2:17][CH2:16][N:15]([C:18]([O:20][C:21]([CH3:22])([CH3:24])[CH3:23])=[O:19])[CH2:14][CH2:13]2)=[CH:10][CH:11]=1)=[O:5])[CH3:2], predict the reactants needed to synthesize it. The reactants are: [CH2:1]([O:3][C:4]([C:6]1[CH:11]=[CH:10][C:9]([C:12]2[CH2:13][CH2:14][N:15]([C:18]([O:20][C:21]([CH3:24])([CH3:23])[CH3:22])=[O:19])[CH2:16][CH:17]=2)=[CH:8][CH:7]=1)=[O:5])[CH3:2].